Predict the reaction yield, written as a fraction of the theoretical maximum amount of product (1.0 means a 100% yield; for example, 0.34 means a 34% yield). From a dataset of Reaction yield outcomes from USPTO patents with 853,638 reactions. (1) The reactants are I[C:2]1[CH:7]=[CH:6][C:5]([C:8]2[CH:13]=[CH:12][CH:11]=[CH:10][C:9]=2[N+:14]([O-:16])=[O:15])=[CH:4][CH:3]=1.[O:17]1[C:21]2[CH:22]=[CH:23][CH:24]=[CH:25][C:20]=2[N:19]=[CH:18]1.C(Cl)Cl.C1C=CC(P(C2C=CC=CC=2)C2C=CC=CC=2)=CC=1. The catalyst is C1C=CC(P(C2C=CC=CC=2)[C-]2C=CC=C2)=CC=1.C1C=CC(P(C2C=CC=CC=2)[C-]2C=CC=C2)=CC=1.Cl[Pd]Cl.[Fe+2]. The product is [N+:14]([C:9]1[CH:10]=[CH:11][CH:12]=[CH:13][C:8]=1[C:5]1[CH:6]=[CH:7][C:2]([C:18]2[O:17][C:21]3[CH:22]=[CH:23][CH:24]=[CH:25][C:20]=3[N:19]=2)=[CH:3][CH:4]=1)([O-:16])=[O:15]. The yield is 0.540. (2) The product is [CH3:1][CH2:2][CH2:3][C:4]1[N:8]([CH2:9][C:10]2[CH:11]=[CH:12][C:13]([C:16]3[CH:17]=[CH:18][CH:19]=[CH:20][C:21]=3[C:22]3[NH:26][N:25]=[N:24][N:23]=3)=[CH:14][CH:15]=2)[C:7]([C:46]([O:48][CH2:49][C:50]2[O:55][C:53](=[O:54])[O:52][C:51]=2[CH3:56])=[O:47])=[C:6]([C:57]([OH:60])([CH3:59])[CH3:58])[N:5]=1. The catalyst is C1COCC1. The yield is 0.997. The reactants are [CH3:1][CH2:2][CH2:3][C:4]1[N:8]([CH2:9][C:10]2[CH:15]=[CH:14][C:13]([C:16]3[C:21]([C:22]4[N:26](C(C5C=CC=CC=5)(C5C=CC=CC=5)C5C=CC=CC=5)[N:25]=[N:24][N:23]=4)=[CH:20][CH:19]=[CH:18][CH:17]=3)=[CH:12][CH:11]=2)[C:7]([C:46]([O:48][CH2:49][C:50]2[O:55][C:53](=[O:54])[O:52][C:51]=2[CH3:56])=[O:47])=[C:6]([C:57]([OH:60])([CH3:59])[CH3:58])[N:5]=1.Br. (3) The reactants are [CH3:1][CH:2]([CH3:20])[CH2:3][CH:4]([N:8]1[C:16]2[C:11](=[CH:12][C:13]([CH3:17])=[CH:14][CH:15]=2)[C:10](=[O:18])[C:9]1=[O:19])[C:5]([OH:7])=O.[S:21]1[CH:25]=[CH:24][N:23]=[C:22]1[NH2:26].C(N(CC)C(C)C)(C)C.F[P-](F)(F)(F)(F)F.N1(O[P+](N(C)C)(N(C)C)N(C)C)C2C=CC=CC=2N=N1. The catalyst is CN(C)C=O.C(OCC)(=O)C. The product is [S:21]1[CH:25]=[CH:24][N:23]=[C:22]1[NH:26][C:5](=[O:7])[CH:4]([N:8]1[C:16]2[C:11](=[CH:12][C:13]([CH3:17])=[CH:14][CH:15]=2)[C:10](=[O:18])[C:9]1=[O:19])[CH2:3][CH:2]([CH3:1])[CH3:20]. The yield is 0.620. (4) The catalyst is C1COCC1. The yield is 0.440. The reactants are [CH3:1][C:2]1[CH:3]=[C:4]([OH:26])[CH:5]=[C:6]2[C:10]=1[N:9]([CH2:11][CH2:12][C:13]1[CH:18]=[CH:17][CH:16]=[CH:15][CH:14]=1)[CH:8]=[C:7]2[CH:19]1[CH2:24][CH2:23][N:22]([CH3:25])[CH2:21][CH2:20]1.[H-].[Na+].[F:29][C:30]1[CH:35]=[CH:34][CH:33]=[C:32]([F:36])[C:31]=1[S:37]([Cl:40])(=[O:39])=[O:38]. The product is [ClH:40].[CH3:1][C:2]1[CH:3]=[C:4]([O:26][S:37]([C:31]2[C:32]([F:36])=[CH:33][CH:34]=[CH:35][C:30]=2[F:29])(=[O:39])=[O:38])[CH:5]=[C:6]2[C:10]=1[N:9]([CH2:11][CH2:12][C:13]1[CH:18]=[CH:17][CH:16]=[CH:15][CH:14]=1)[CH:8]=[C:7]2[CH:19]1[CH2:20][CH2:21][N:22]([CH3:25])[CH2:23][CH2:24]1. (5) The yield is 0.410. The catalyst is N1C=CC=CC=1. The product is [Cl:12][C:13]1[CH:18]=[CH:17][C:16]([CH:19]=[CH:20][S:21]([NH:1][C:2]2[CH:7]=[CH:6][CH:5]=[CH:4][C:3]=2[S:8]([NH2:11])(=[O:9])=[O:10])(=[O:22])=[O:23])=[C:15]([O:25][CH3:26])[CH:14]=1. The reactants are [NH2:1][C:2]1[CH:7]=[CH:6][CH:5]=[CH:4][C:3]=1[S:8]([NH2:11])(=[O:10])=[O:9].[Cl:12][C:13]1[CH:18]=[CH:17][C:16]([CH:19]=[CH:20][S:21](Cl)(=[O:23])=[O:22])=[C:15]([O:25][CH3:26])[CH:14]=1. (6) The reactants are [OH:1][C:2]1[CH:9]=[CH:8][C:5]([CH:6]=[O:7])=[CH:4][CH:3]=1.Br[CH2:11][CH:12]1[CH2:17][CH2:16][CH2:15][CH2:14][CH2:13]1.C([O-])([O-])=O.[K+].[K+]. The catalyst is CC#N. The product is [CH:12]1([CH2:11][O:1][C:2]2[CH:9]=[CH:8][C:5]([CH:6]=[O:7])=[CH:4][CH:3]=2)[CH2:17][CH2:16][CH2:15][CH2:14][CH2:13]1. The yield is 0.820. (7) The reactants are Cl[C:2]1[N:10]=[CH:9][C:8]([F:11])=[CH:7][C:3]=1[C:4]([OH:6])=[O:5].C([O-])([O-])=O.[K+].[K+].[F:18][C:19]1[CH:20]=[C:21]([CH:23]=[CH:24][C:25]=1[F:26])[NH2:22].Cl. The catalyst is [Cu].[Cu]Br.CO.CN(C=O)C. The product is [F:18][C:19]1[CH:20]=[C:21]([NH:22][C:2]2[N:10]=[CH:9][C:8]([F:11])=[CH:7][C:3]=2[C:4]([OH:6])=[O:5])[CH:23]=[CH:24][C:25]=1[F:26]. The yield is 0.690. (8) The reactants are [F:1][C:2]1[CH:7]=[C:6]([CH3:8])[CH:5]=[CH:4][C:3]=1[CH:9]([C:11]1[CH:16]=[CH:15][CH:14]=[CH:13][CH:12]=1)[OH:10].CC(OI1(OC(C)=O)(OC(C)=O)OC(=O)C2C=CC=CC1=2)=O. The catalyst is C(Cl)Cl. The product is [F:1][C:2]1[CH:7]=[C:6]([CH3:8])[CH:5]=[CH:4][C:3]=1[C:9]([C:11]1[CH:12]=[CH:13][CH:14]=[CH:15][CH:16]=1)=[O:10]. The yield is 0.730.